From a dataset of Full USPTO retrosynthesis dataset with 1.9M reactions from patents (1976-2016). Predict the reactants needed to synthesize the given product. (1) Given the product [C:4]1([C:2](=[O:3])[CH2:1][C:18]([O:17][CH3:16])=[O:19])[C:13]2[C:8](=[CH:9][CH:10]=[CH:11][CH:12]=2)[CH:7]=[CH:6][CH:5]=1, predict the reactants needed to synthesize it. The reactants are: [CH3:1][C:2]([C:4]1[C:13]2[C:8](=[CH:9][CH:10]=[CH:11][CH:12]=2)[CH:7]=[CH:6][CH:5]=1)=[O:3].[H-].[Na+].[CH3:16][O:17][C:18](=O)[O:19]C. (2) Given the product [C:18]([O:9][CH2:10][CH2:11][CH2:12][C:13]#[N:14])([C:31]1[CH:36]=[CH:35][CH:34]=[CH:33][CH:32]=1)([C:25]1[CH:30]=[CH:29][CH:28]=[CH:27][CH:26]=1)[C:19]1[CH:24]=[CH:23][CH:22]=[CH:21][CH:20]=1, predict the reactants needed to synthesize it. The reactants are: C([O:9][CH2:10][CH2:11][CH2:12][C:13]#[N:14])(=O)C1C=CC=CC=1.[OH-].[Na+].Cl.[C:18](Cl)([C:31]1[CH:36]=[CH:35][CH:34]=[CH:33][CH:32]=1)([C:25]1[CH:30]=[CH:29][CH:28]=[CH:27][CH:26]=1)[C:19]1[CH:24]=[CH:23][CH:22]=[CH:21][CH:20]=1. (3) Given the product [Cl:19][C:18]1[C:11]([N:9]2[CH:8]=[C:7]3[C:2]([NH:21][C:22]4[CH:23]=[C:24]([CH:28]([OH:30])[CH3:29])[N:25]=[CH:26][N:27]=4)=[N:3][CH:4]=[C:5]([F:20])[C:6]3=[N:10]2)=[C:12]([CH:15]=[CH:16][CH:17]=1)[C:13]#[N:14], predict the reactants needed to synthesize it. The reactants are: Br[C:2]1[C:7]2=[CH:8][N:9]([C:11]3[C:18]([Cl:19])=[CH:17][CH:16]=[CH:15][C:12]=3[C:13]#[N:14])[N:10]=[C:6]2[C:5]([F:20])=[CH:4][N:3]=1.[NH2:21][C:22]1[N:27]=[CH:26][N:25]=[C:24]([CH:28]([OH:30])[CH3:29])[CH:23]=1.CC1(C)C2C(=C(P(C3C=CC=CC=3)C3C=CC=CC=3)C=CC=2)OC2C(P(C3C=CC=CC=3)C3C=CC=CC=3)=CC=CC1=2.C(=O)([O-])[O-].[Cs+].[Cs+].